Dataset: Acute oral toxicity (LD50) regression data from Zhu et al.. Task: Regression/Classification. Given a drug SMILES string, predict its toxicity properties. Task type varies by dataset: regression for continuous values (e.g., LD50, hERG inhibition percentage) or binary classification for toxic/non-toxic outcomes (e.g., AMES mutagenicity, cardiotoxicity, hepatotoxicity). Dataset: ld50_zhu. The molecule is Cc1ccc(N2C(=O)C=CC2=O)cc1N1C(=O)C=CC1=O. The rat oral LD50 is 2.07, given as -log10 of the dose in mol/kg body weight (higher means more acutely toxic).